This data is from Forward reaction prediction with 1.9M reactions from USPTO patents (1976-2016). The task is: Predict the product of the given reaction. (1) The product is: [Cl:1][C:2]1[CH:6]=[N:5][N:4]([CH3:7])[C:3]=1[C:8]1[CH:9]=[C:10]([NH:16][C:28]([NH:27][C:17]2[C:26]3[C:21](=[CH:22][CH:23]=[CH:24][CH:25]=3)[CH:20]=[CH:19][CH:18]=2)=[O:29])[CH:11]=[CH:12][C:13]=1[O:14][CH3:15]. Given the reactants [Cl:1][C:2]1[CH:6]=[N:5][N:4]([CH3:7])[C:3]=1[C:8]1[CH:9]=[C:10]([NH2:16])[CH:11]=[CH:12][C:13]=1[O:14][CH3:15].[C:17]1([N:27]=[C:28]=[O:29])[C:26]2[C:21](=[CH:22][CH:23]=[CH:24][CH:25]=2)[CH:20]=[CH:19][CH:18]=1, predict the reaction product. (2) The product is: [C:1]([O:4][CH2:5][C:6]1[N:10]([CH3:11])[C:9]2[CH:12]=[C:13]([Br:17])[CH:14]=[C:15]([NH:16][CH2:21][C:20]3[C:23]([CH3:27])=[CH:24][CH:25]=[CH:26][C:19]=3[CH3:18])[C:8]=2[N:7]=1)(=[O:3])[CH3:2]. Given the reactants [C:1]([O:4][CH2:5][C:6]1[N:10]([CH3:11])[C:9]2[CH:12]=[C:13]([Br:17])[CH:14]=[C:15]([NH2:16])[C:8]=2[N:7]=1)(=[O:3])[CH3:2].[CH3:18][C:19]1[CH:26]=[CH:25][CH:24]=[C:23]([CH3:27])[C:20]=1[CH2:21]Cl.C(=O)([O-])[O-].[K+].[K+].[I-].[K+], predict the reaction product. (3) The product is: [Cl:14][C:3]1[C:4]([CH3:8])=[N:5][N:6]([CH3:7])[C:2]=1[Cl:1]. Given the reactants [Cl:1][C:2]1[N:6]([CH3:7])[N:5]=[C:4]([CH3:8])[C:3]=1C=O.S(Cl)([Cl:14])(=O)=O, predict the reaction product. (4) Given the reactants [Cl:1][C:2]([Cl:38])([Cl:37])[CH2:3][O:4][C:5]([C@@H:7]1[CH2:12][CH2:11][CH2:10][N:9]([C:13](=[O:36])[C@@H:14]([NH:21][C:22](=[O:35])[C@@H:23]([NH:27][C:28](OC(C)(C)C)=[O:29])[CH:24]([CH3:26])[CH3:25])[CH2:15][N:16]2[CH:20]=[CH:19][CH:18]=[N:17]2)[NH:8]1)=[O:6].FC(F)(F)C(O)=O.[C:46]([O:49][C@@H:50]([C:52]1[CH:61]=[CH:60][C:59]2[C:54](=[CH:55][C:56](/[CH:62]=[CH:63]/[C:64](C)([CH3:68])[C:65](O)=O)=[CH:57][CH:58]=2)[N:53]=1)[CH3:51])(=[O:48])[CH3:47].C(N(CC)C(C)C)(C)C.C[NH3+].F[P-](F)(F)(F)(F)F.N1(OC(N(C)C)=[N+](C)C)C2N=CC=CC=2N=N1.F[P-](F)(F)(F)(F)F, predict the reaction product. The product is: [Cl:1][C:2]([Cl:37])([Cl:38])[CH2:3][O:4][C:5]([C@@H:7]1[CH2:12][CH2:11][CH2:10][N:9]([C:13](=[O:36])[C@@H:14]([NH:21][C:22](=[O:35])[C@@H:23]([NH:27][C:28](=[O:29])[C:64]([CH3:68])([CH3:65])/[CH:63]=[CH:62]/[C:56]2[CH:55]=[C:54]3[C:59]([CH:60]=[CH:61][C:52]([C@H:50]([O:49][C:46](=[O:48])[CH3:47])[CH3:51])=[N:53]3)=[CH:58][CH:57]=2)[CH:24]([CH3:25])[CH3:26])[CH2:15][N:16]2[CH:20]=[CH:19][CH:18]=[N:17]2)[NH:8]1)=[O:6]. (5) Given the reactants [H-].[Na+].[OH:3][C@H:4]1[CH2:8][CH2:7][N:6]([C:9]([O:11][C:12]([CH3:15])([CH3:14])[CH3:13])=[O:10])[CH2:5]1.[Br:16][C:17]1[CH:24]=[CH:23][C:22]([F:25])=[CH:21][C:18]=1[CH2:19]Br, predict the reaction product. The product is: [Br:16][C:17]1[CH:24]=[CH:23][C:22]([F:25])=[CH:21][C:18]=1[CH2:19][O:3][C@H:4]1[CH2:8][CH2:7][N:6]([C:9]([O:11][C:12]([CH3:15])([CH3:14])[CH3:13])=[O:10])[CH2:5]1. (6) Given the reactants [Br:1]N1C(=O)CCC1=O.[CH:9]1[C:14]2=[C:15]3[C:24](=[CH:25][CH:26]=[C:13]2[C:12]([C:27]2[CH:34]=[CH:33][C:30]([CH:31]=[O:32])=[CH:29][CH:28]=2)=[CH:11][CH:10]=1)[CH:23]=[C:22]1[C:17]([CH:18]=[CH:19][CH:20]=[CH:21]1)=[CH:16]3.C(O)C, predict the reaction product. The product is: [Br:1][C:23]1[C:24]2[C:15]([CH:16]=[C:17]3[C:22]=1[CH:21]=[CH:20][CH:19]=[CH:18]3)=[C:14]1[CH:9]=[CH:10][CH:11]=[C:12]([C:27]3[CH:28]=[CH:29][C:30]([CH:31]=[O:32])=[CH:33][CH:34]=3)[C:13]1=[CH:26][CH:25]=2. (7) The product is: [NH2:29][C:25]1[N:26]=[CH:27][N:28]=[C:23]([NH:1][C@H:2]([C:4]2[N:13]([C:14]3[CH:15]=[CH:16][CH:17]=[CH:18][CH:19]=3)[C:12](=[O:20])[C:11]3[C:6](=[CH:7][CH:8]=[CH:9][C:10]=3[F:21])[N:5]=2)[CH3:3])[C:24]=1[C:30]1[O:34][N:33]=[C:32]([CH3:35])[N:31]=1. Given the reactants [NH2:1][C@H:2]([C:4]1[N:13]([C:14]2[CH:19]=[CH:18][CH:17]=[CH:16][CH:15]=2)[C:12](=[O:20])[C:11]2[C:6](=[CH:7][CH:8]=[CH:9][C:10]=2[F:21])[N:5]=1)[CH3:3].Cl[C:23]1[N:28]=[CH:27][N:26]=[C:25]([NH2:29])[C:24]=1[C:30]1[O:34][N:33]=[C:32]([CH3:35])[N:31]=1.CCN(C(C)C)C(C)C, predict the reaction product.